From a dataset of Merck oncology drug combination screen with 23,052 pairs across 39 cell lines. Regression. Given two drug SMILES strings and cell line genomic features, predict the synergy score measuring deviation from expected non-interaction effect. Drug 1: CN1C(=O)C=CC2(C)C3CCC4(C)C(NC(=O)OCC(F)(F)F)CCC4C3CCC12. Drug 2: Cn1nnc2c(C(N)=O)ncn2c1=O. Cell line: ZR751. Synergy scores: synergy=-102.